Dataset: Forward reaction prediction with 1.9M reactions from USPTO patents (1976-2016). Task: Predict the product of the given reaction. (1) Given the reactants [F:1][C:2]1[CH:7]=[CH:6][C:5]([N:8]2[CH:12]=[C:11]([C:13]#[C:14][C:15]3[CH:20]=[CH:19][N:18]=[C:17]([CH3:21])[CH:16]=3)[N:10]=[C:9]2[CH3:22])=[CH:4][CH:3]=1.CN(C)[CH:25]=[O:26], predict the reaction product. The product is: [F:1][C:2]1[CH:7]=[CH:6][C:5]([N:8]2[C:12]([CH:25]=[O:26])=[C:11]([C:13]#[C:14][C:15]3[CH:20]=[CH:19][N:18]=[C:17]([CH3:21])[CH:16]=3)[N:10]=[C:9]2[CH3:22])=[CH:4][CH:3]=1. (2) Given the reactants [C:1]([N:5]([C:13]1[N:23]=[CH:22][C:21]2[C:20]3[S:24][C:25]([C:27](=[O:36])[NH:28][C:29]4[CH:34]=[CH:33][CH:32]=[CH:31][C:30]=4[Cl:35])=[CH:26][C:19]=3[CH2:18][CH2:17][O:16][C:15]=2[CH:14]=1)[C:6](=[O:12])[O:7][C:8]([CH3:11])([CH3:10])[CH3:9])([CH3:4])([CH3:3])[CH3:2].[CH3:37]I.[H-].[Na+], predict the reaction product. The product is: [C:1]([N:5]([C:13]1[N:23]=[CH:22][C:21]2[C:20]3[S:24][C:25]([C:27](=[O:36])[N:28]([C:29]4[CH:34]=[CH:33][CH:32]=[CH:31][C:30]=4[Cl:35])[CH3:37])=[CH:26][C:19]=3[CH2:18][CH2:17][O:16][C:15]=2[CH:14]=1)[C:6](=[O:12])[O:7][C:8]([CH3:11])([CH3:10])[CH3:9])([CH3:2])([CH3:3])[CH3:4]. (3) Given the reactants Br[C:2]1[N:6]([CH:7]([CH:9]2[CH2:14][CH2:13][CH2:12][CH2:11][CH2:10]2)C)[C:5]([CH3:15])=[C:4]([C:16]([O:18][CH2:19][CH3:20])=[O:17])[CH:3]=1.[OH:21][C:22]1[CH:27]=[CH:26][C:25](B2OC(C)(C)C(C)(C)O2)=[CH:24][C:23]=1[C:37](=[O:39])[CH3:38].C([O-])([O-])=O.[Cs+].[Cs+], predict the reaction product. The product is: [C:37]([C:23]1[CH:24]=[C:25]([C:2]2[N:6]([CH2:7][CH:9]3[CH2:10][CH2:11][CH2:12][CH2:13][CH2:14]3)[C:5]([CH3:15])=[C:4]([C:16]([O:18][CH2:19][CH3:20])=[O:17])[CH:3]=2)[CH:26]=[CH:27][C:22]=1[OH:21])(=[O:39])[CH3:38].